From a dataset of Catalyst prediction with 721,799 reactions and 888 catalyst types from USPTO. Predict which catalyst facilitates the given reaction. (1) Reactant: [CH3:1][C:2](=O)[CH2:3][C:4](=O)[CH3:5].[NH2:8][C:9]1[C:13]([CH2:14][C:15]([N:17]([CH2:20][CH3:21])[CH2:18][CH3:19])=[O:16])=[C:12]([C:22]2[CH:27]=[CH:26][C:25]([O:28][CH3:29])=[CH:24][CH:23]=2)[NH:11][N:10]=1. Product: [CH2:20]([N:17]([CH2:18][CH3:19])[C:15](=[O:16])[CH2:14][C:13]1[C:12]([C:22]2[CH:27]=[CH:26][C:25]([O:28][CH3:29])=[CH:24][CH:23]=2)=[N:11][N:10]2[C:4]([CH3:5])=[CH:3][C:2]([CH3:1])=[N:8][C:9]=12)[CH3:21]. The catalyst class is: 14. (2) Reactant: Br[C:2]1[N:3]=[C:4]([N:7]2[CH2:12][CH2:11][CH2:10][CH2:9][C:8]2=[O:13])[S:5][CH:6]=1.C(O)C.[Cl:17][C:18]1[CH:23]=[CH:22][C:21](B(O)O)=[CH:20][CH:19]=1.C(=O)([O-])[O-].[K+].[K+]. The catalyst class is: 109. Product: [Cl:17][C:18]1[CH:23]=[CH:22][C:21]([C:2]2[N:3]=[C:4]([N:7]3[CH2:12][CH2:11][CH2:10][CH2:9][C:8]3=[O:13])[S:5][CH:6]=2)=[CH:20][CH:19]=1. (3) Reactant: [Br:1][C:2]1[CH:7]=[CH:6][C:5]([CH:8]([CH:20]2[CH2:24][CH2:23][CH2:22][CH2:21]2)[CH2:9][C:10]([C:12]2[CH:13]=[N:14][C:15]([O:18]C)=[CH:16][CH:17]=2)=[O:11])=[C:4]([F:25])[CH:3]=1.Cl. Product: [Br:1][C:2]1[CH:7]=[CH:6][C:5]([CH:8]([CH:20]2[CH2:24][CH2:23][CH2:22][CH2:21]2)[CH2:9][C:10]([C:12]2[CH:17]=[CH:16][C:15](=[O:18])[NH:14][CH:13]=2)=[O:11])=[C:4]([F:25])[CH:3]=1. The catalyst class is: 12. (4) Reactant: I([O-])(=O)(=O)=[O:2].[Na+].[Br:7][C:8]1[C:9](=[O:31])[C:10]([O:23][CH2:24][C:25]2[CH:30]=[CH:29][CH:28]=[CH:27][CH:26]=2)=[C:11]([C:19]([O:21][CH3:22])=[O:20])[N:12]([CH2:14][CH:15]([OH:18])CO)[CH:13]=1. Product: [Br:7][C:8]1[C:9](=[O:31])[C:10]([O:23][CH2:24][C:25]2[CH:30]=[CH:29][CH:28]=[CH:27][CH:26]=2)=[C:11]([C:19]([O:21][CH3:22])=[O:20])[N:12]([CH2:14][CH:15]([OH:2])[OH:18])[CH:13]=1. The catalyst class is: 6.